This data is from Peptide-MHC class I binding affinity with 185,985 pairs from IEDB/IMGT. The task is: Regression. Given a peptide amino acid sequence and an MHC pseudo amino acid sequence, predict their binding affinity value. This is MHC class I binding data. (1) The peptide sequence is YQSMIRPPY. The MHC is HLA-A11:01 with pseudo-sequence HLA-A11:01. The binding affinity (normalized) is 0.235. (2) The peptide sequence is KQQREKQR. The MHC is HLA-B27:05 with pseudo-sequence HLA-B27:05. The binding affinity (normalized) is 0. (3) The peptide sequence is RIYRKGNPL. The MHC is HLA-B15:42 with pseudo-sequence HLA-B15:42. The binding affinity (normalized) is 0.213. (4) The peptide sequence is NAAISDYDY. The MHC is HLA-A23:01 with pseudo-sequence HLA-A23:01. The binding affinity (normalized) is 0. (5) The peptide sequence is ATSSFREKSR. The MHC is HLA-A31:01 with pseudo-sequence HLA-A31:01. The binding affinity (normalized) is 0.881. (6) The peptide sequence is APFNVLKVI. The MHC is HLA-B53:01 with pseudo-sequence HLA-B53:01. The binding affinity (normalized) is 0.184.